Task: Predict the reaction yield, written as a fraction of the theoretical maximum amount of product (1.0 means a 100% yield; for example, 0.34 means a 34% yield).. Dataset: Buchwald-Hartwig C-N cross coupling reaction yields with 55,370 reactions (1) The reactants are Ic1ccccn1.Cc1ccc(N)cc1.O=S(=O)(O[Pd]1c2ccccc2-c2ccccc2N~1)C(F)(F)F.CC(C)c1cc(C(C)C)c(-c2ccccc2P(C(C)(C)C)C(C)(C)C)c(C(C)C)c1.CN1CCCN2CCCN=C12.COC(=O)c1cc(-c2cccs2)on1. No catalyst specified. The product is Cc1ccc(Nc2ccccn2)cc1. The yield is 0.823. (2) The reactants are CCc1ccc(Br)cc1.Cc1ccc(N)cc1.O=S(=O)(O[Pd]1c2ccccc2-c2ccccc2N~1)C(F)(F)F.COc1ccc(OC)c(P([C@]23C[C@H]4C[C@H](C[C@H](C4)C2)C3)[C@]23C[C@H]4C[C@H](C[C@H](C4)C2)C3)c1-c1c(C(C)C)cc(C(C)C)cc1C(C)C.CN(C)C(=NC(C)(C)C)N(C)C.COC(=O)c1cc(-c2ccco2)on1. No catalyst specified. The product is CCc1ccc(Nc2ccc(C)cc2)cc1. The yield is 0.380. (3) The reactants are Brc1cccnc1.Cc1ccc(N)cc1.O=S(=O)(O[Pd]1c2ccccc2-c2ccccc2N~1)C(F)(F)F.CC(C)c1cc(C(C)C)c(-c2ccccc2P(C(C)(C)C)C(C)(C)C)c(C(C)C)c1.CN(C)C(=NC(C)(C)C)N(C)C.c1ccc(-c2ccno2)cc1. No catalyst specified. The product is Cc1ccc(Nc2cccnc2)cc1. The yield is 0.839. (4) The reactants are COc1ccc(Cl)cc1.Cc1ccc(N)cc1.O=S(=O)(O[Pd]1c2ccccc2-c2ccccc2N~1)C(F)(F)F.CC(C)c1cc(C(C)C)c(-c2ccccc2P(C2CCCCC2)C2CCCCC2)c(C(C)C)c1.CN(C)C(=NC(C)(C)C)N(C)C.CCOC(=O)c1cc(OC)no1. No catalyst specified. The product is COc1ccc(Nc2ccc(C)cc2)cc1. The yield is 0. (5) The reactants are CCc1ccc(Br)cc1.Cc1ccc(N)cc1.O=S(=O)(O[Pd]1c2ccccc2-c2ccccc2N~1)C(F)(F)F.CC(C)c1cc(C(C)C)c(-c2ccccc2P(C2CCCCC2)C2CCCCC2)c(C(C)C)c1.CN(C)C(=NC(C)(C)C)N(C)C.CCOC(=O)c1cnoc1. No catalyst specified. The product is CCc1ccc(Nc2ccc(C)cc2)cc1. The yield is 0.0120. (6) The reactants are Brc1cccnc1.Cc1ccc(N)cc1.O=S(=O)(O[Pd]1c2ccccc2-c2ccccc2N~1)C(F)(F)F.COc1ccc(OC)c(P(C(C)(C)C)C(C)(C)C)c1-c1c(C(C)C)cc(C(C)C)cc1C(C)C.CN1CCCN2CCCN=C12.CCOC(=O)c1cnoc1. No catalyst specified. The product is Cc1ccc(Nc2cccnc2)cc1. The yield is 0.322.